Dataset: Rat liver microsome stability data. Task: Regression/Classification. Given a drug SMILES string, predict its absorption, distribution, metabolism, or excretion properties. Task type varies by dataset: regression for continuous measurements (e.g., permeability, clearance, half-life) or binary classification for categorical outcomes (e.g., BBB penetration, CYP inhibition). Dataset: rlm. The drug is CN1CCc2cc(-c3ccc4oc5c(-c6ccccc6)nc(=O)n(CCN6CCCC6C(N)=O)c5c4c3)ccc2C1. The result is 0 (unstable in rat liver microsomes).